This data is from Reaction yield outcomes from USPTO patents with 853,638 reactions. The task is: Predict the reaction yield, written as a fraction of the theoretical maximum amount of product (1.0 means a 100% yield; for example, 0.34 means a 34% yield). (1) The reactants are [Br:1][C:2]1(B(O)O)[CH:7]=[CH:6][CH:5]=[C:4]([Br:8])[CH2:3]1.OO.[OH-:14].[Na+].[C:16]([O-])(O)=O.[Na+].[CH2:21]1[CH2:25]OC[CH2:22]1. The catalyst is CO.CCOC(C)=O. The product is [Br:1][C:2]1[CH:7]=[C:6]([O:14][C:21]([CH3:22])([CH3:25])[CH3:16])[CH:5]=[C:4]([Br:8])[CH:3]=1. The yield is 0.770. (2) The reactants are [CH3:1][O:2][C:3]([C:5]1[CH:14]=[C:13]([O:15][CH3:16])[C:12]2[C:7](=[C:8](Br)[CH:9]=[C:10]([F:17])[CH:11]=2)[N:6]=1)=[O:4].C1(P(C2C=CC=CC=2)C2C=CC3C(=CC=CC=3)C=2C2C3C(=CC=CC=3)C=CC=2P(C2C=CC=CC=2)C2C=CC=CC=2)C=CC=CC=1.[CH3:65][N:66]1[CH2:71][CH2:70][NH:69][CH2:68][CH2:67]1.C(=O)([O-])[O-].[Cs+].[Cs+]. The catalyst is C1(C)C=CC=CC=1. The product is [CH3:1][O:2][C:3]([C:5]1[CH:14]=[C:13]([O:15][CH3:16])[C:12]2[C:7](=[C:8]([N:69]3[CH2:70][CH2:71][N:66]([CH3:65])[CH2:67][CH2:68]3)[CH:9]=[C:10]([F:17])[CH:11]=2)[N:6]=1)=[O:4]. The yield is 0.900. (3) The reactants are [CH3:1][C:2]1[C:3]2[N:4]([C:18]([C:21]([OH:23])=O)=[CH:19][N:20]=2)[N:5]=[C:6]([C:8]2[CH:13]=[CH:12][CH:11]=[CH:10][C:9]=2[C:14]([F:17])([F:16])[F:15])[CH:7]=1.[NH2:24][C:25]1[CH:30]=[CH:29][N:28]=[CH:27][CH:26]=1.O1CCN(CC2N=C(NC(C3N4N=C(C5C=CC=CC=5C(F)(F)F)C=CC4=NC=3)=O)C=CC=2)CC1. No catalyst specified. The product is [CH3:1][C:2]1[C:3]2[N:4]([C:18]([C:21]([NH:24][C:25]3[CH:30]=[CH:29][N:28]=[CH:27][CH:26]=3)=[O:23])=[CH:19][N:20]=2)[N:5]=[C:6]([C:8]2[CH:13]=[CH:12][CH:11]=[CH:10][C:9]=2[C:14]([F:15])([F:16])[F:17])[CH:7]=1. The yield is 0.360.